The task is: Predict the reactants needed to synthesize the given product.. This data is from Full USPTO retrosynthesis dataset with 1.9M reactions from patents (1976-2016). (1) Given the product [NH2:27][C:26]1[S:25][C:7]2[C:2]([N:1]=1)=[CH:3][CH:4]=[C:5]([O:8][C:9]1[CH:10]=[C:11]([NH:15][C:16]([C:18]3[N:22]([CH3:23])[N:21]=[C:20]([CH3:24])[CH:19]=3)=[O:17])[CH:12]=[CH:13][CH:14]=1)[N:6]=2, predict the reactants needed to synthesize it. The reactants are: [NH2:1][C:2]1[CH:3]=[CH:4][C:5]([O:8][C:9]2[CH:10]=[C:11]([NH:15][C:16]([C:18]3[N:22]([CH3:23])[N:21]=[C:20]([CH3:24])[CH:19]=3)=[O:17])[CH:12]=[CH:13][CH:14]=2)=[N:6][CH:7]=1.[S-:25][C:26]#[N:27].[K+].BrBr.O. (2) The reactants are: ClC(OCC)=O.[C:7]1([CH:13]([CH3:16])[CH2:14][NH2:15])[CH:12]=[CH:11][CH:10]=[CH:9][CH:8]=1.[OH:17][C:18]1[C:23]([O:24][CH3:25])=[C:22]([O:26][CH3:27])[N:21]([CH2:28][C:29]2[CH:34]=[CH:33][C:32]([O:35][CH3:36])=[CH:31][CH:30]=2)[C:20](=[O:37])[C:19]=1[C:38](O)=[O:39].CN1CCOCC1. Given the product [OH:17][C:18]1[C:23]([O:24][CH3:25])=[C:22]([O:26][CH3:27])[N:21]([CH2:28][C:29]2[CH:34]=[CH:33][C:32]([O:35][CH3:36])=[CH:31][CH:30]=2)[C:20](=[O:37])[C:19]=1[C:38]([NH:15][CH2:14][CH:13]([C:7]1[CH:12]=[CH:11][CH:10]=[CH:9][CH:8]=1)[CH3:16])=[O:39], predict the reactants needed to synthesize it. (3) Given the product [CH:11]1([N:8]2[C:9]3[CH:10]=[C:2]([C:33]4[CH:34]=[CH:35][C:30]([CH2:29][N:28]([CH3:45])[CH3:27])=[CH:31][CH:32]=4)[CH:3]=[C:4]([C:14]([NH:16][CH2:17][C:18]4[C:19](=[O:26])[NH:20][C:21]([CH3:25])=[CH:22][C:23]=4[CH3:24])=[O:15])[C:5]=3[CH:6]=[N:7]2)[CH2:13][CH2:12]1, predict the reactants needed to synthesize it. The reactants are: Br[C:2]1[CH:3]=[C:4]([C:14]([NH:16][CH2:17][C:18]2[C:19](=[O:26])[NH:20][C:21]([CH3:25])=[CH:22][C:23]=2[CH3:24])=[O:15])[C:5]2[CH:6]=[N:7][N:8]([CH:11]3[CH2:13][CH2:12]3)[C:9]=2[CH:10]=1.[CH3:27][N:28]([CH3:45])[CH2:29][C:30]1[CH:35]=[CH:34][C:33](B2OC(C)(C)C(C)(C)O2)=[CH:32][CH:31]=1.P([O-])([O-])([O-])=O.[K+].[K+].[K+].O1CCOCC1. (4) Given the product [Br:3][C:4]1[S:5][C:6]([CH2:9][O:10][C:12]2[C:17]([CH3:18])([CH3:19])[C:16](=[O:20])[C:15]([CH3:22])([CH3:21])[C:14](=[O:23])[CH:13]=2)=[CH:7][N:8]=1, predict the reactants needed to synthesize it. The reactants are: [H-].[Na+].[Br:3][C:4]1[S:5][C:6]([CH2:9][OH:10])=[CH:7][N:8]=1.Cl[C:12]1[C:17]([CH3:19])([CH3:18])[C:16](=[O:20])[C:15]([CH3:22])([CH3:21])[C:14](=[O:23])[CH:13]=1.Cl. (5) Given the product [F:1][C:2]([F:17])([F:16])[CH2:3][N:4]1[C:9](=[O:10])[C:8]([O:11][CH:12]([CH3:14])[CH3:13])=[C:7]([C:23]2[CH:24]=[CH:25][C:20]([S:19][CH3:18])=[CH:21][CH:22]=2)[CH:6]=[N:5]1, predict the reactants needed to synthesize it. The reactants are: [F:1][C:2]([F:17])([F:16])[CH2:3][N:4]1[C:9](=[O:10])[C:8]([O:11][CH:12]([CH3:14])[CH3:13])=[C:7](Br)[CH:6]=[N:5]1.[CH3:18][S:19][C:20]1[CH:25]=[CH:24][C:23](B(O)O)=[CH:22][CH:21]=1.C(=O)([O-])[O-].[Cs+].[Cs+]. (6) Given the product [CH2:7]([O:9][C:10](=[O:23])[C:11]1[CH:16]=[C:15]([C:27]2[CH:28]=[CH:29][C:30]([F:31])=[C:25]([Cl:24])[CH:26]=2)[C:14]([O:18][CH2:19][CH2:20][OH:21])=[C:13]([Br:22])[CH:12]=1)[CH3:8], predict the reactants needed to synthesize it. The reactants are: C([O-])([O-])=O.[K+].[K+].[CH2:7]([O:9][C:10](=[O:23])[C:11]1[CH:16]=[C:15](I)[C:14]([O:18][CH2:19][CH2:20][OH:21])=[C:13]([Br:22])[CH:12]=1)[CH3:8].[Cl:24][C:25]1[CH:26]=[C:27](B(O)O)[CH:28]=[CH:29][C:30]=1[F:31].C(Cl)Cl. (7) The reactants are: Br[CH:2]([C:7]([C:9]1[CH:14]=[CH:13][C:12]([Cl:15])=[CH:11][CH:10]=1)=O)[CH2:3][C:4]([OH:6])=[O:5].[CH:16]1([CH:22]([C:26]2[CH:31]=[CH:30][CH:29]=[CH:28][CH:27]=2)[C:23]([NH2:25])=[S:24])[CH2:21][CH2:20][CH2:19][CH2:18][CH2:17]1. Given the product [Cl:15][C:12]1[CH:13]=[CH:14][C:9]([C:7]2[N:25]=[C:23]([CH:22]([CH:26]3[CH2:31][CH2:30][CH2:29][CH2:28][CH2:27]3)[C:16]3[CH:17]=[CH:18][CH:19]=[CH:20][CH:21]=3)[S:24][C:2]=2[CH2:3][C:4]([OH:6])=[O:5])=[CH:10][CH:11]=1, predict the reactants needed to synthesize it. (8) Given the product [CH2:23]([S:20]([N:17]1[CH2:18][CH2:19][CH:14]([C:5]2[C:4]3[C:8](=[C:9]([C:11]([NH2:13])=[O:12])[CH:10]=[C:2]([C:30]4[S:31][C:27]([CH2:26][OH:25])=[CH:28][CH:29]=4)[CH:3]=3)[NH:7][CH:6]=2)[CH2:15][CH2:16]1)(=[O:22])=[O:21])[CH3:24], predict the reactants needed to synthesize it. The reactants are: Br[C:2]1[CH:3]=[C:4]2[C:8](=[C:9]([C:11]([NH2:13])=[O:12])[CH:10]=1)[NH:7][CH:6]=[C:5]2[CH:14]1[CH2:19][CH2:18][N:17]([S:20]([CH2:23][CH3:24])(=[O:22])=[O:21])[CH2:16][CH2:15]1.[OH:25][CH2:26][C:27]1[S:31][C:30](B(O)O)=[CH:29][CH:28]=1.C(=O)([O-])[O-].[K+].[K+].CCOC(C)=O.O. (9) Given the product [Br:8][C:6]1[CH:5]=[CH:4][C:3]2[O:9][CH:10]=[N:1][C:2]=2[CH:7]=1, predict the reactants needed to synthesize it. The reactants are: [NH2:1][C:2]1[CH:7]=[C:6]([Br:8])[CH:5]=[CH:4][C:3]=1[OH:9].[CH2:10](OC(OCC)OCC)C. (10) Given the product [N:20]1[N:16]([C:11]2[CH:12]=[CH:13][CH:14]=[CH:15][C:10]=2[C:9]([NH:8][C@H:4]2[CH2:5][CH2:6][CH2:7][C@@H:3]2[NH:2][C:23]2[CH:28]=[CH:27][C:26]([O:29][C:30]([F:31])([F:33])[F:32])=[CH:25][N:24]=2)=[O:21])[N:17]=[CH:18][CH:19]=1, predict the reactants needed to synthesize it. The reactants are: Cl.[NH2:2][C@H:3]1[CH2:7][CH2:6][CH2:5][C@@H:4]1[NH:8][C:9](=[O:21])[C:10]1[CH:15]=[CH:14][CH:13]=[CH:12][C:11]=1[N:16]1[N:20]=[CH:19][CH:18]=[N:17]1.Br[C:23]1[CH:28]=[CH:27][C:26]([O:29][C:30]([F:33])([F:32])[F:31])=[CH:25][N:24]=1.C1C=CC(P(C2C(C3C(P(C4C=CC=CC=4)C4C=CC=CC=4)=CC=C4C=3C=CC=C4)=C3C(C=CC=C3)=CC=2)C2C=CC=CC=2)=CC=1.CC(C)([O-])C.[Na+].